Dataset: Full USPTO retrosynthesis dataset with 1.9M reactions from patents (1976-2016). Task: Predict the reactants needed to synthesize the given product. (1) Given the product [F:1][C:2]([F:35])([F:34])[C:3]1[CH:4]=[C:5]([CH:27]=[C:28]([C:30]([F:33])([F:32])[F:31])[CH:29]=1)[CH2:6][N:7]([CH2:14][C:15]1[C:16]([C:25]([OH:37])=[O:36])=[N:17][CH:18]=[C:19]([C:21]([F:24])([F:23])[F:22])[CH:20]=1)[C:8]1[N:9]=[N:10][N:11]([CH3:13])[N:12]=1, predict the reactants needed to synthesize it. The reactants are: [F:1][C:2]([F:35])([F:34])[C:3]1[CH:4]=[C:5]([CH:27]=[C:28]([C:30]([F:33])([F:32])[F:31])[CH:29]=1)[CH2:6][N:7]([CH2:14][C:15]1[C:16]([C:25]#N)=[N:17][CH:18]=[C:19]([C:21]([F:24])([F:23])[F:22])[CH:20]=1)[C:8]1[N:9]=[N:10][N:11]([CH3:13])[N:12]=1.[OH2:36].[OH-:37].Cl. (2) Given the product [C:1]([C:3]1[CH:8]=[CH:7][N:6]=[C:5]([O:9][C:10]2[CH:11]=[C:12]([CH3:26])[C:13]3[CH:17]([CH2:18][C:19]([OH:21])=[O:20])[O:16][B:15]([OH:24])[C:14]=3[CH:25]=2)[CH:4]=1)#[N:2], predict the reactants needed to synthesize it. The reactants are: [C:1]([C:3]1[CH:8]=[CH:7][N:6]=[C:5]([O:9][C:10]2[CH:11]=[C:12]([CH3:26])[C:13]3[CH:17]([CH2:18][C:19]([O:21]CC)=[O:20])[O:16][B:15]([OH:24])[C:14]=3[CH:25]=2)[CH:4]=1)#[N:2].[OH-].[Na+]. (3) Given the product [C:1]1([C:7]2[C:8]([C:16]3[CH:23]=[CH:22][C:19]([CH2:20][N:25]4[CH2:26][CH2:27][CH:28]([C:31]5[NH:39][C:34]6=[N:35][CH:36]=[CH:37][CH:38]=[C:33]6[N:32]=5)[CH2:29][CH2:30]4)=[CH:18][CH:17]=3)=[N:9][C:10]3[N:11]([N:13]=[CH:14][CH:15]=3)[CH:12]=2)[CH:6]=[CH:5][CH:4]=[CH:3][CH:2]=1, predict the reactants needed to synthesize it. The reactants are: [C:1]1([C:7]2[C:8]([C:16]3[CH:23]=[CH:22][C:19]([CH:20]=O)=[CH:18][CH:17]=3)=[N:9][C:10]3[N:11]([N:13]=[CH:14][CH:15]=3)[CH:12]=2)[CH:6]=[CH:5][CH:4]=[CH:3][CH:2]=1.Cl.[NH:25]1[CH2:30][CH2:29][CH:28]([C:31]2[NH:39][C:34]3=[N:35][CH:36]=[CH:37][CH:38]=[C:33]3[N:32]=2)[CH2:27][CH2:26]1. (4) Given the product [C:68]([C:67]1[CH:70]=[CH:71][C:64]([NH:63][C:30]([CH:20]2[NH:19][CH:18]([CH2:33][C:34]([CH3:37])([CH3:35])[CH3:36])[C:17]3([C:12]4[C:13](=[CH:14][C:9]([Cl:8])=[CH:10][CH:11]=4)[NH:15][C:16]3=[O:38])[CH:21]2[C:22]2[CH:27]=[CH:26][CH:25]=[C:24]([Cl:28])[C:23]=2[F:29])=[O:31])=[CH:65][CH:66]=1)#[N:69], predict the reactants needed to synthesize it. The reactants are: FC(F)(F)C(O)=O.[Cl:8][C:9]1[CH:14]=[C:13]2[NH:15][C:16](=[O:38])[C:17]3([CH:21]([C:22]4[CH:27]=[CH:26][CH:25]=[C:24]([Cl:28])[C:23]=4[F:29])[CH:20]([C:30](O)=[O:31])[NH:19][CH:18]3[CH2:33][C:34]([CH3:37])([CH3:36])[CH3:35])[C:12]2=[CH:11][CH:10]=1.C(N(C(C)C)CC)(C)C.C1(P(Cl)(C2C=CC=CC=2)=O)C=CC=CC=1.[NH2:63][C:64]1[CH:71]=[CH:70][C:67]([C:68]#[N:69])=[CH:66][CH:65]=1.